From a dataset of hERG Central: cardiac toxicity at 1µM, 10µM, and general inhibition. Predict hERG channel inhibition at various concentrations. (1) The drug is O=C(C1=C[C@H](C2CC2)C[C@H](OCc2ccc(CO)cc2)O1)N1CCN(Cc2ccc3c(c2)OCO3)CC1. Results: hERG_inhib (hERG inhibition (general)): blocker. (2) The compound is CC1CCN(c2ccc3nnc(CCC(=O)N4CCN(c5ccc(F)cc5)CC4)n3n2)CC1. Results: hERG_inhib (hERG inhibition (general)): blocker. (3) The compound is Fc1ccc(-n2cc(CNCCc3cccnc3)c(-c3ccccc3Cl)n2)cc1. Results: hERG_inhib (hERG inhibition (general)): blocker. (4) Results: hERG_inhib (hERG inhibition (general)): blocker. The molecule is CC(C)(CO)NCc1c(OCc2ccc(Cl)cc2)ccc2ccccc12.Cl. (5) The compound is CN(C)CCCN(C(=O)c1ccc(S(=O)(=O)N(C)C2CCCCC2)cc1)c1nc2ccc(F)cc2s1.Cl. Results: hERG_inhib (hERG inhibition (general)): blocker. (6) The compound is CC(=O)N1CCN(c2ccc([N+](=O)[O-])cc2C=C2C(=O)NC(=O)NC2=O)CC1. Results: hERG_inhib (hERG inhibition (general)): blocker.